From a dataset of Catalyst prediction with 721,799 reactions and 888 catalyst types from USPTO. Predict which catalyst facilitates the given reaction. (1) Reactant: [N:1]1([C:11]([C:13]2[CH2:14][CH2:15][N:16]([C:19]([O:21][C:22]([CH3:25])([CH3:24])[CH3:23])=[O:20])[CH2:17][CH:18]=2)=[O:12])[C:10]2[C:5](=[CH:6][CH:7]=[CH:8][CH:9]=2)[CH2:4][CH2:3][CH2:2]1.O. Product: [O:12]=[C:11]1[C@@H:13]2[C@@H:14]([CH2:15][N:16]([C:19]([O:21][C:22]([CH3:25])([CH3:24])[CH3:23])=[O:20])[CH2:17][CH2:18]2)[C:9]2[CH:8]=[CH:7][CH:6]=[C:5]3[CH2:4][CH2:3][CH2:2][N:1]1[C:10]=23. The catalyst class is: 11. (2) Reactant: IC.[C:3](=O)([O-])[O-].[K+].[K+].[CH3:9][O:10][C:11]([C:13]1[O:14][C:15]([CH3:36])=[C:16]([CH2:18][NH:19][C:20]2[CH:25]=[CH:24][C:23]([C:26]3[CH:31]=[CH:30][C:29]([O:32][CH:33]([F:35])[F:34])=[CH:28][CH:27]=3)=[CH:22][CH:21]=2)[CH:17]=1)=[O:12]. Product: [CH3:9][O:10][C:11]([C:13]1[O:14][C:15]([CH3:36])=[C:16]([CH2:18][N:19]([C:20]2[CH:21]=[CH:22][C:23]([C:26]3[CH:31]=[CH:30][C:29]([O:32][CH:33]([F:35])[F:34])=[CH:28][CH:27]=3)=[CH:24][CH:25]=2)[CH3:3])[CH:17]=1)=[O:12]. The catalyst class is: 9. (3) Reactant: [OH:1][C:2]1[CH:10]=[C:9]2[C:5]([CH2:6][NH:7][C:8]2=[O:11])=[CH:4][CH:3]=1.[F:12][C:13]1[CH:14]=[C:15]([CH:18]=[CH:19][CH:20]=1)[CH2:16]Br.C(=O)([O-])[O-].[K+].[K+]. Product: [F:12][C:13]1[CH:14]=[C:15]([CH:18]=[CH:19][CH:20]=1)[CH2:16][O:1][C:2]1[CH:10]=[C:9]2[C:5]([CH2:6][NH:7][C:8]2=[O:11])=[CH:4][CH:3]=1. The catalyst class is: 21. (4) Reactant: C([O:9][CH2:10][CH2:11][N:12]1[C:20]2[C:19](Cl)=[N:18][CH:17]=[N:16][C:15]=2[CH:14]=[CH:13]1)(=O)C1C=CC=CC=1.[CH2:22]([O:26][C:27]1[CH:28]=[C:29]([CH:39]=[CH:40][CH:41]=1)[O:30][C:31]1[CH:37]=[CH:36][C:34]([NH2:35])=[CH:33][C:32]=1[CH3:38])[CH:23]([CH3:25])[CH3:24].[OH-].[Na+]. Product: [CH2:22]([O:26][C:27]1[CH:28]=[C:29]([CH:39]=[CH:40][CH:41]=1)[O:30][C:31]1[CH:37]=[CH:36][C:34]([NH:35][C:19]2[C:20]3[N:12]([CH2:11][CH2:10][OH:9])[CH:13]=[CH:14][C:15]=3[N:16]=[CH:17][N:18]=2)=[CH:33][C:32]=1[CH3:38])[CH:23]([CH3:25])[CH3:24]. The catalyst class is: 32. (5) Reactant: [CH3:1][O:2][C:3]([C:5]1[CH:10]=[C:9]([Br:11])[C:8](=[O:12])[N:7]([CH2:13][CH:14]2[CH2:18][CH2:17][CH2:16][CH2:15]2)[C:6]=1[CH2:19]Br)=[O:4].[CH3:21][O:22][C:23](=[O:36])[CH2:24][NH:25][S:26]([C:29]1[CH:34]=[CH:33][C:32]([CH3:35])=[CH:31][CH:30]=1)(=[O:28])=[O:27].[I-].[Na+].C(=O)([O-])[O-].[K+].[K+]. Product: [CH3:1][O:2][C:3]([C:5]1[CH:10]=[C:9]([Br:11])[C:8](=[O:12])[N:7]([CH2:13][CH:14]2[CH2:18][CH2:17][CH2:16][CH2:15]2)[C:6]=1[CH2:19][N:25]([CH2:24][C:23]([O:22][CH3:21])=[O:36])[S:26]([C:29]1[CH:30]=[CH:31][C:32]([CH3:35])=[CH:33][CH:34]=1)(=[O:28])=[O:27])=[O:4]. The catalyst class is: 18.